Dataset: Peptide-MHC class II binding affinity with 134,281 pairs from IEDB. Task: Regression. Given a peptide amino acid sequence and an MHC pseudo amino acid sequence, predict their binding affinity value. This is MHC class II binding data. (1) The peptide sequence is FLLSYGEKDFEDYRF. The MHC is HLA-DQA10401-DQB10402 with pseudo-sequence HLA-DQA10401-DQB10402. The binding affinity (normalized) is 0.306. (2) The peptide sequence is RCYSLYIAENGELTE. The MHC is DRB3_0101 with pseudo-sequence DRB3_0101. The binding affinity (normalized) is 0.330. (3) The MHC is DRB1_1501 with pseudo-sequence DRB1_1501. The peptide sequence is FVGYLKPTTFMLKYD. The binding affinity (normalized) is 0.607. (4) The MHC is DRB1_1501 with pseudo-sequence DRB1_1501. The binding affinity (normalized) is 0.378. The peptide sequence is LIEDINVGFKAAVAA. (5) The MHC is HLA-DQA10301-DQB10302 with pseudo-sequence HLA-DQA10301-DQB10302. The binding affinity (normalized) is 0.320. The peptide sequence is VGRSPEEILRILDGLQTDEL. (6) The peptide sequence is SSYVCSGLVGDTPRK. The MHC is DRB1_1302 with pseudo-sequence DRB1_1302. The binding affinity (normalized) is 0.0907. (7) The peptide sequence is LHQNFKDTSMQKTIP. The binding affinity (normalized) is 0.498. The MHC is DRB1_0901 with pseudo-sequence DRB1_0901.